Dataset: Full USPTO retrosynthesis dataset with 1.9M reactions from patents (1976-2016). Task: Predict the reactants needed to synthesize the given product. (1) Given the product [O:22]1[CH2:25][CH:24]([O:26][C:2]2[N:7]=[CH:6][C:5]([C@@H:8]([NH:10][C:11]([C@H:13]3[CH2:15][C@@H:14]3[C:16]3[CH:21]=[CH:20][CH:19]=[CH:18][CH:17]=3)=[O:12])[CH3:9])=[CH:4][CH:3]=2)[CH2:23]1, predict the reactants needed to synthesize it. The reactants are: Cl[C:2]1[N:7]=[CH:6][C:5]([C@@H:8]([NH:10][C:11]([C@H:13]2[CH2:15][C@@H:14]2[C:16]2[CH:21]=[CH:20][CH:19]=[CH:18][CH:17]=2)=[O:12])[CH3:9])=[CH:4][CH:3]=1.[O:22]1[CH2:25][CH:24]([OH:26])[CH2:23]1.C(=O)([O-])[O-].[Cs+].[Cs+]. (2) Given the product [Cl:10][CH:11]([Cl:16])[C:12]1[N:9]=[C:3]2[C:2]([F:1])=[CH:7][CH:6]=[C:5]([F:8])[N:4]2[CH:14]=1, predict the reactants needed to synthesize it. The reactants are: [F:1][C:2]1[C:3]([NH2:9])=[N:4][C:5]([F:8])=[CH:6][CH:7]=1.[Cl:10][CH:11]([Cl:16])[C:12]([CH2:14]Cl)=O. (3) Given the product [F:1][C:2]1[CH:7]=[CH:6][C:5](/[CH:8]=[CH:9]/[C:10]2[CH:15]=[C:14]([C:16]3[NH:20][C:19]([N:21]4[CH2:26][CH2:25][N:24]([S:31]([CH3:30])(=[O:33])=[O:32])[CH2:23][CH2:22]4)=[C:18]([C:27]([NH2:29])=[O:28])[CH:17]=3)[CH:13]=[CH:12][N:11]=2)=[CH:4][CH:3]=1, predict the reactants needed to synthesize it. The reactants are: [F:1][C:2]1[CH:7]=[CH:6][C:5](/[CH:8]=[CH:9]/[C:10]2[CH:15]=[C:14]([C:16]3[NH:20][C:19]([N:21]4[CH2:26][CH2:25][NH:24][CH2:23][CH2:22]4)=[C:18]([C:27]([NH2:29])=[O:28])[CH:17]=3)[CH:13]=[CH:12][N:11]=2)=[CH:4][CH:3]=1.[CH3:30][S:31](Cl)(=[O:33])=[O:32]. (4) Given the product [C:1]1([C:16]2[CH:21]=[CH:20][CH:19]=[CH:18][CH:17]=2)[CH:6]=[CH:5][CH:4]=[CH:3][C:2]=1[CH:7]1[O:11][N:10]=[C:9]([C:12]2[N:22]=[C:23]([CH:24]3[CH2:29][CH2:28][N:27]([C:30]([NH:32][C:33]4[CH:38]=[C:37]([CH3:39])[CH:36]=[CH:35][C:34]=4[CH3:40])=[O:31])[CH2:26][CH2:25]3)[S:41][CH:13]=2)[CH2:8]1, predict the reactants needed to synthesize it. The reactants are: [C:1]1([C:16]2[CH:21]=[CH:20][CH:19]=[CH:18][CH:17]=2)[CH:6]=[CH:5][CH:4]=[CH:3][C:2]=1[CH:7]1[O:11][N:10]=[C:9]([C:12](=O)[CH2:13]Cl)[CH2:8]1.[NH2:22][C:23](=[S:41])[CH:24]1[CH2:29][CH2:28][N:27]([C:30]([NH:32][C:33]2[CH:38]=[C:37]([CH3:39])[CH:36]=[CH:35][C:34]=2[CH3:40])=[O:31])[CH2:26][CH2:25]1.[Br-].[Na+].C(=O)(O)[O-].[Na+]. (5) Given the product [F:1][C:2]1[CH:3]=[CH:4][C:5]([C:8]2[N:15]3[C:11](=[C:10]([CH3:16])[C:9]=2[C:18]2[CH:19]=[CH:20][N:21]=[CH:22][CH:23]=2)[CH2:12][CH2:13][CH2:14]3)=[CH:6][CH:7]=1, predict the reactants needed to synthesize it. The reactants are: [F:1][C:2]1[CH:7]=[CH:6][C:5]([C:8]2[N:15]3[C:11]([CH2:12][CH2:13][CH2:14]3)=[C:10]([CH2:16]O)[C:9]=2[C:18]2[CH:23]=[CH:22][N:21]=[CH:20][CH:19]=2)=[CH:4][CH:3]=1.I.[I-].C([O-])([O-])=O.[Na+].[Na+]. (6) Given the product [NH2:1][C:2]1[N:3]=[CH:4][C:5]([F:16])=[C:6]2[C:10]([C:11](=[O:15])[C:12]([N:31]3[CH2:32][CH2:33][N:28]([C:27]4[N:23]([C:17]5[CH:22]=[CH:21][CH:20]=[CH:19][CH:18]=5)[N:24]=[N:25][N:26]=4)[CH2:29][CH2:30]3)=[O:14])=[CH:9][NH:8][C:7]=12, predict the reactants needed to synthesize it. The reactants are: [NH2:1][C:2]1[N:3]=[CH:4][C:5]([F:16])=[C:6]2[C:10]([C:11](=[O:15])[C:12]([OH:14])=O)=[CH:9][NH:8][C:7]=12.[C:17]1([N:23]2[C:27]([N:28]3[CH2:33][CH2:32][NH:31][CH2:30][CH2:29]3)=[N:26][N:25]=[N:24]2)[CH:22]=[CH:21][CH:20]=[CH:19][CH:18]=1.C(N(CC)CC)C.CN(C(ON1N=NC2C=CC=CC1=2)=[N+](C)C)C.[B-](F)(F)(F)F. (7) Given the product [C:5]1([C:3]2[N:4]=[C:18]([C:17]3[CH:20]=[CH:21][CH:22]=[CH:23][C:16]=3[OH:15])[NH:1][N:2]=2)[C:14]2[C:9](=[CH:10][CH:11]=[CH:12][CH:13]=2)[CH:8]=[CH:7][N:6]=1, predict the reactants needed to synthesize it. The reactants are: [NH2:1][NH:2][C:3]([C:5]1[C:14]2[C:9](=[CH:10][CH:11]=[CH:12][CH:13]=2)[CH:8]=[CH:7][N:6]=1)=[NH:4].[OH:15][C:16]1[CH:23]=[CH:22][CH:21]=[CH:20][C:17]=1[CH:18]=O.